From a dataset of Peptide-MHC class II binding affinity with 134,281 pairs from IEDB. Regression. Given a peptide amino acid sequence and an MHC pseudo amino acid sequence, predict their binding affinity value. This is MHC class II binding data. (1) The peptide sequence is ALFKAIEAYLLAHPD. The MHC is HLA-DQA10102-DQB10602 with pseudo-sequence HLA-DQA10102-DQB10602. The binding affinity (normalized) is 0.522. (2) The binding affinity (normalized) is 0.401. The MHC is HLA-DQA10501-DQB10301 with pseudo-sequence HLA-DQA10501-DQB10301. The peptide sequence is KPVSKMRMATPLLMQALP. (3) The peptide sequence is LGGLWKTVSPRLSPI. The MHC is HLA-DQA10501-DQB10201 with pseudo-sequence HLA-DQA10501-DQB10201. The binding affinity (normalized) is 0.180.